This data is from Catalyst prediction with 721,799 reactions and 888 catalyst types from USPTO. The task is: Predict which catalyst facilitates the given reaction. (1) Reactant: [C:1]([NH:4][C:5]1[O:6][CH:7]=[C:8]([C:10]([OH:12])=O)[N:9]=1)(=[O:3])[CH3:2].Cl.[CH2:14]([O:16][C:17]1[CH:22]=[CH:21][C:20]([CH:23]2[CH2:28][CH2:27][N:26]([C:29]3[CH:34]=[CH:33][C:32]([C@@H:35]([NH2:37])[CH3:36])=[CH:31][CH:30]=3)[CH2:25][CH2:24]2)=[CH:19][CH:18]=1)[CH3:15].CCN(C(C)C)C(C)C.CN(C(ON1N=NC2C=CC=CC1=2)=[N+](C)C)C.[B-](F)(F)(F)F.C([O-])([O-])=O.[K+].[K+]. Product: [CH2:14]([O:16][C:17]1[CH:18]=[CH:19][C:20]([CH:23]2[CH2:24][CH2:25][N:26]([C:29]3[CH:30]=[CH:31][C:32]([C@@H:35]([NH:37][C:10]([C:8]4[N:9]=[C:5]([NH:4][C:1](=[O:3])[CH3:2])[O:6][CH:7]=4)=[O:12])[CH3:36])=[CH:33][CH:34]=3)[CH2:27][CH2:28]2)=[CH:21][CH:22]=1)[CH3:15]. The catalyst class is: 3. (2) Reactant: Cl.[CH3:2][N:3]1[CH2:8][CH2:7][N:6]([C:9]2[CH:17]=[CH:16][C:12]([C:13](Cl)=[O:14])=[CH:11][CH:10]=2)[CH2:5][CH2:4]1.CN1CCN(C2C=CC(C(O)=O)=CC=2)CC1.CCN(C(C)C)C(C)C.[C:43]([O:47][C:48]([N:50]1[C:58]2[C:53](=[CH:54][CH:55]=[C:56]([O:59][CH2:60][CH2:61][O:62][CH2:63][C:64]3[CH:69]=[CH:68][CH:67]=[CH:66][CH:65]=3)[CH:57]=2)[C:52]([NH2:70])=[N:51]1)=[O:49])([CH3:46])([CH3:45])[CH3:44]. Product: [C:43]([O:47][C:48]([N:50]1[C:58]2[C:53](=[CH:54][CH:55]=[C:56]([O:59][CH2:60][CH2:61][O:62][CH2:63][C:64]3[CH:65]=[CH:66][CH:67]=[CH:68][CH:69]=3)[CH:57]=2)[C:52]([NH:70][C:13](=[O:14])[C:12]2[CH:16]=[CH:17][C:9]([N:6]3[CH2:7][CH2:8][N:3]([CH3:2])[CH2:4][CH2:5]3)=[CH:10][CH:11]=2)=[N:51]1)=[O:49])([CH3:46])([CH3:44])[CH3:45]. The catalyst class is: 1. (3) Reactant: [CH2:1]([N:3]1[C:12]2[C:7](=[CH:8][CH:9]=[CH:10][CH:11]=2)[N:6]=[C:5]([CH2:13][S:14][C:15]2[CH:20]=[CH:19][C:18]([CH3:21])=[CH:17][CH:16]=2)[C:4]1=[O:22])[CH3:2].[OH:23]OS([O-])=O.[K+].[OH2:29]. Product: [CH2:1]([N:3]1[C:12]2[C:7](=[CH:8][CH:9]=[CH:10][CH:11]=2)[N:6]=[C:5]([CH2:13][S:14]([C:15]2[CH:16]=[CH:17][C:18]([CH3:21])=[CH:19][CH:20]=2)(=[O:23])=[O:29])[C:4]1=[O:22])[CH3:2]. The catalyst class is: 20. (4) Product: [O:12]=[C:7]1[CH2:6][CH2:5][C:4]2[C:9](=[CH:10][CH:11]=[C:2]([B:20]([OH:23])[OH:21])[CH:3]=2)[NH:8]1. The catalyst class is: 7. Reactant: Br[C:2]1[CH:3]=[C:4]2[C:9](=[CH:10][CH:11]=1)[NH:8][C:7](=[O:12])[CH2:6][CH2:5]2.[H-].[Na+].C([Li])CCC.[B:20](OC)([O:23]C)[O:21]C.